This data is from Reaction yield outcomes from USPTO patents with 853,638 reactions. The task is: Predict the reaction yield, written as a fraction of the theoretical maximum amount of product (1.0 means a 100% yield; for example, 0.34 means a 34% yield). (1) The reactants are CC(C)(C)C([O:5][CH2:6][C@@H:7]([NH:22][C:23]([O:25][C:26]([CH3:29])([CH3:28])[CH3:27])=[O:24])[C@H:8]([C:12]1[CH:17]=[CH:16][C:15]([C:18]([F:21])([F:20])[F:19])=[CH:14][CH:13]=1)[CH2:9][S:10][CH3:11])=O.[Li+].[B-](CC)(CC)CC. The catalyst is C1COCC1. The product is [OH:5][CH2:6][C@@H:7]([NH:22][C:23](=[O:24])[O:25][C:26]([CH3:28])([CH3:27])[CH3:29])[C@H:8]([C:12]1[CH:13]=[CH:14][C:15]([C:18]([F:21])([F:20])[F:19])=[CH:16][CH:17]=1)[CH2:9][S:10][CH3:11]. The yield is 0.870. (2) The reactants are [NH:1]1[CH2:5][CH2:4][CH2:3][CH2:2]1.C(N(CC)CC)C.[C:13](Cl)(=[O:16])[CH:14]=[CH2:15]. The catalyst is C(Cl)Cl.O. The product is [N:1]1([C:13](=[O:16])[CH:14]=[CH2:15])[CH2:5][CH2:4][CH2:3][CH2:2]1. The yield is 0.310. (3) The reactants are [C:1]([Si:5]([CH3:14])([CH3:13])[O:6][C:7]([CH:9]=[C:10]([CH3:12])[CH3:11])=[CH2:8])([CH3:4])([CH3:3])[CH3:2].[CH:15]([C:17]1[CH:26]=[CH:25][C:20]([C:21]([O:23][CH3:24])=[O:22])=[CH:19][CH:18]=1)=[O:16]. The catalyst is C(Cl)(Cl)Cl.CC(C)(C)/C(/O)=C/C(C(C(C(F)(F)F)(F)F)(F)F)=O.CC(C)(C)/C(/O)=C/C(C(C(C(F)(F)F)(F)F)(F)F)=O.CC(C)(C)/C(/O)=C/C(C(C(C(F)(F)F)(F)F)(F)F)=O.[Eu]. The product is [Si:5]([O:6][C:7]1[CH2:8][CH:15]([C:17]2[CH:26]=[CH:25][C:20]([C:21]([O:23][CH3:24])=[O:22])=[CH:19][CH:18]=2)[O:16][C:10]([CH3:12])([CH3:11])[CH:9]=1)([C:1]([CH3:3])([CH3:4])[CH3:2])([CH3:13])[CH3:14]. The yield is 0.555. (4) The reactants are [OH:1][C:2]1[CH:7]=[C:6](O)[CH:5]=[C:4]([OH:9])[CH:3]=1.[NH3:10]. The catalyst is O. The product is [OH:1][C:2]1[CH:7]=[C:6]([CH:5]=[C:4]([OH:9])[CH:3]=1)[NH2:10]. The yield is 0.370. (5) The reactants are [CH3:1][O:2][C:3]1[CH:8]=[C:7]([C:9]2[CH2:10][CH2:11][N:12]([CH3:15])[CH2:13][CH:14]=2)[C:6]([N+:16]([O-])=O)=[CH:5][C:4]=1[NH:19][C:20]1[N:25]=[C:24]([C:26]2[CH:27]=[N:28][N:29]3[CH:34]=[CH:33][CH:32]=[CH:31][C:30]=23)[C:23]([CH3:35])=[CH:22][N:21]=1.[NH4+].[Cl-]. The catalyst is C(O)C.O.[Fe]. The product is [CH3:1][O:2][C:3]1[CH:8]=[C:7]([C:9]2[CH2:10][CH2:11][N:12]([CH3:15])[CH2:13][CH:14]=2)[C:6]([NH2:16])=[CH:5][C:4]=1[NH:19][C:20]1[N:25]=[C:24]([C:26]2[CH:27]=[N:28][N:29]3[CH:34]=[CH:33][CH:32]=[CH:31][C:30]=23)[C:23]([CH3:35])=[CH:22][N:21]=1. The yield is 0.570. (6) The reactants are [NH2:1][CH2:2][C@@H:3]([OH:15])[CH2:4][P:5]([CH2:8][CH:9]1[CH2:14][CH2:13][CH2:12][CH2:11][CH2:10]1)(=[O:7])[OH:6].C(=O)([O-])[O-].[K+].[K+].[C:22]([O:26][C:27](O[C:27]([O:26][C:22]([CH3:25])([CH3:24])[CH3:23])=[O:28])=[O:28])([CH3:25])([CH3:24])[CH3:23].C(OCC)(=O)C. The catalyst is C1COCC1. The product is [C:22]([O:26][C:27]([NH:1][CH2:2][C@@H:3]([OH:15])[CH2:4][P:5]([CH2:8][CH:9]1[CH2:14][CH2:13][CH2:12][CH2:11][CH2:10]1)(=[O:6])[OH:7])=[O:28])([CH3:25])([CH3:24])[CH3:23]. The yield is 0.920.